From a dataset of Catalyst prediction with 721,799 reactions and 888 catalyst types from USPTO. Predict which catalyst facilitates the given reaction. Reactant: [CH3:1][C:2]1([CH3:29])[CH2:11][C:10]2[C:5](=[CH:6][CH:7]=[C:8]([C:12]([OH:14])=O)[CH:9]=2)[NH:4][CH:3]1[C:15]1[CH:20]=[C:19]([N:21]2[CH2:26][CH2:25][O:24][CH2:23][CH2:22]2)[CH:18]=[C:17]([O:27][CH3:28])[CH:16]=1.[CH:30]1([S:33]([NH2:36])(=[O:35])=[O:34])[CH2:32][CH2:31]1. Product: [CH3:1][C:2]1([CH3:29])[CH2:11][C:10]2[C:5](=[CH:6][CH:7]=[C:8]([C:12]([NH:36][S:33]([CH:30]3[CH2:32][CH2:31]3)(=[O:35])=[O:34])=[O:14])[CH:9]=2)[NH:4][CH:3]1[C:15]1[CH:20]=[C:19]([N:21]2[CH2:26][CH2:25][O:24][CH2:23][CH2:22]2)[CH:18]=[C:17]([O:27][CH3:28])[CH:16]=1. The catalyst class is: 119.